Dataset: Catalyst prediction with 721,799 reactions and 888 catalyst types from USPTO. Task: Predict which catalyst facilitates the given reaction. (1) Reactant: [F:1][C:2]1[CH:7]=[CH:6][CH:5]=[CH:4][C:3]=1[C:8](=[O:10])[CH3:9].[Br:11]Br. Product: [Br:11][CH2:9][C:8]([C:3]1[CH:4]=[CH:5][CH:6]=[CH:7][C:2]=1[F:1])=[O:10]. The catalyst class is: 15. (2) Product: [CH2:21]([N:10]([C@@H:11]([C:13]1[CH:14]=[CH:15][CH:16]=[CH:17][CH:18]=1)[CH3:12])[C:1](=[O:9])[CH2:2][CH2:3][CH2:4][CH2:5][CH2:6][CH2:7][CH3:8])[CH:20]=[CH2:19]. Reactant: [C:1]([NH:10][C@@H:11]([C:13]1[CH:18]=[CH:17][CH:16]=[CH:15][CH:14]=1)[CH3:12])(=[O:9])[CH2:2][CH2:3][CH2:4][CH2:5][CH2:6][CH2:7][CH3:8].[CH2:19](Br)[CH:20]=[CH2:21].[H-].[Na+].Cl. The catalyst class is: 11. (3) Reactant: [ClH:1].[CH2:2]([N:6]1[C:11]2([CH2:16][CH2:15][N:14]([CH2:17][C:18]3[CH:23]=[CH:22][C:21]([O:24][C:25]4[CH:30]=[CH:29][C:28]([C:31]([OH:33])=O)=[CH:27][CH:26]=4)=[CH:20][CH:19]=3)[CH2:13][CH2:12]2)[C:10](=[O:34])[NH:9][C@H:8]([C@H:35]([OH:42])C2CCCCC2)[C:7]1=[O:43])[CH2:3][CH2:4][CH3:5].COC([O:49][NH2:50])(C)C.C(N(C(C)C)CC)(C)C.Cl.C(N=C=NCCCN(C)C)C.ON1[C:77]2[CH:78]=[CH:79][CH:80]=[CH:81][C:76]=2N=N1.Cl. Product: [ClH:1].[CH2:2]([N:6]1[C:11]2([CH2:16][CH2:15][N:14]([CH2:17][C:18]3[CH:19]=[CH:20][C:21]([O:24][C:25]4[CH:26]=[CH:27][C:28]([C:31](=[O:33])[NH:50][OH:49])=[CH:29][CH:30]=4)=[CH:22][CH:23]=3)[CH2:13][CH2:12]2)[C:10](=[O:34])[NH:9][C@H:8]([C@H:35]([OH:42])[CH:76]2[CH2:77][CH2:78][CH2:79][CH2:80][CH2:81]2)[C:7]1=[O:43])[CH2:3][CH2:4][CH3:5]. The catalyst class is: 35. (4) Reactant: [OH:1][CH2:2][CH2:3][CH2:4][CH2:5][N:6]1[CH:11]=[C:10]([C:12]2[S:13][CH:14]=[CH:15][C:16]=2[CH3:17])[C:9](=[O:18])[NH:8][C:7]1=[O:19].CC(OI1(OC(C)=O)(OC(C)=O)OC(=O)C2C=CC=CC1=2)=O.C(OCC)(=O)C. Product: [CH3:17][C:16]1[CH:15]=[CH:14][S:13][C:12]=1[C:10]1[C:9](=[O:18])[NH:8][C:7](=[O:19])[N:6]([CH2:5][CH2:4][CH2:3][CH:2]=[O:1])[CH:11]=1. The catalyst class is: 2. (5) Reactant: C[O:2][C:3]([C:5]1[N:9]=[C:8]([Cl:10])[N:7]([CH2:11][O:12][CH2:13][CH2:14][Si:15]([CH3:18])([CH3:17])[CH3:16])[N:6]=1)=[O:4].[OH-].[K+:20]. Product: [K+:20].[Cl:10][C:8]1[N:7]([CH2:11][O:12][CH2:13][CH2:14][Si:15]([CH3:17])([CH3:18])[CH3:16])[N:6]=[C:5]([C:3]([O-:4])=[O:2])[N:9]=1. The catalyst class is: 863. (6) Reactant: [CH:1]12[CH:9]([C:10]3[CH:23]=[CH:22][C:13]([O:14][CH2:15][C@H:16]4[O:20][C:19]([NH2:21])=[N:18][CH2:17]4)=[CH:12][CH:11]=3)[CH:5]([CH2:6][CH2:7][CH2:8]1)[CH2:4][CH2:3][CH2:2]2.[CH2:24]([O:26][C:27](=O)[C:28]#[C:29][CH2:30][O:31]C)C. Product: [CH:1]12[CH:9]([C:10]3[CH:23]=[CH:22][C:13]([O:14][CH2:15][C@H:16]4[O:20][C:19]5=[N:21][C:30](=[O:31])[CH:29]=[C:28]([CH2:27][O:26][CH3:24])[N:18]5[CH2:17]4)=[CH:12][CH:11]=3)[CH:5]([CH2:4][CH2:3][CH2:2]1)[CH2:6][CH2:7][CH2:8]2. The catalyst class is: 22. (7) Reactant: [Br:1][C:2]1[S:6][C:5]([C:7](=[O:9])[CH3:8])=[CH:4][CH:3]=1.[Br:10]Br. Product: [Br:10][CH2:8][C:7]([C:5]1[S:6][C:2]([Br:1])=[CH:3][CH:4]=1)=[O:9]. The catalyst class is: 15. (8) Reactant: [CH:1]1([C:4]2[O:5][C:6]3[C:7](=[C:9]([C:21]#[N:22])[C:10]([CH3:20])=[C:11]([C:14]4[CH:19]=[CH:18][CH:17]=[CH:16][CH:15]=4)[C:12]=3F)[N:8]=2)[CH2:3][CH2:2]1.C(N(CC)CC)C.[CH3:30][N:31]([CH3:37])[C@H:32]1[CH2:36][CH2:35][NH:34][CH2:33]1.C(OCC)(=O)C. Product: [CH:1]1([C:4]2[O:5][C:6]3[C:7](=[C:9]([C:21]#[N:22])[C:10]([CH3:20])=[C:11]([C:14]4[CH:19]=[CH:18][CH:17]=[CH:16][CH:15]=4)[C:12]=3[N:34]3[CH2:35][CH2:36][C@H:32]([N:31]([CH3:37])[CH3:30])[CH2:33]3)[N:8]=2)[CH2:3][CH2:2]1. The catalyst class is: 550.